Dataset: Forward reaction prediction with 1.9M reactions from USPTO patents (1976-2016). Task: Predict the product of the given reaction. (1) Given the reactants [C:1]([O:5][C:6]([N:8]1[C@@H:12]([C@@H:13]([OH:28])[C@@H:14]([NH:24][C:25](=[O:27])[CH3:26])[CH2:15][C:16]2[CH:21]=[C:20]([F:22])[CH:19]=[C:18]([F:23])[CH:17]=2)[CH2:11][O:10][C:9]1([CH3:30])[CH3:29])=[O:7])([CH3:4])([CH3:3])[CH3:2].[I-].[Na+].[CH2:33](Br)[C:34]1[CH:39]=[CH:38][CH:37]=[CH:36][CH:35]=1, predict the reaction product. The product is: [C:1]([O:5][C:6]([N:8]1[C@@H:12]([C@@H:13]([O:28][CH2:33][C:34]2[CH:39]=[CH:38][CH:37]=[CH:36][CH:35]=2)[C@@H:14]([NH:24][C:25](=[O:27])[CH3:26])[CH2:15][C:16]2[CH:21]=[C:20]([F:22])[CH:19]=[C:18]([F:23])[CH:17]=2)[CH2:11][O:10][C:9]1([CH3:30])[CH3:29])=[O:7])([CH3:4])([CH3:2])[CH3:3]. (2) Given the reactants [I:1][C:2]1[CH:3]=[C:4]([CH:8]=[CH:9][CH:10]=1)[C:5]([OH:7])=[O:6].C(N1C=CN=C1)(N1C=CN=C1)=O.[C:23](O)([CH3:26])([CH3:25])[CH3:24].N12CCCN=C1CCCCC2, predict the reaction product. The product is: [C:23]([O:6][C:5](=[O:7])[C:4]1[CH:8]=[CH:9][CH:10]=[C:2]([I:1])[CH:3]=1)([CH3:26])([CH3:25])[CH3:24]. (3) Given the reactants C1(C)C=CC(S(O)(=O)=O)=CC=1.[NH2:12][C@H:13]1[CH2:22][CH2:21][C:16]2([O:20][CH2:19][CH2:18][O:17]2)[CH2:15][C@H:14]1[C:23]([O:25][CH2:26][CH3:27])=[O:24].O.ON1C2C=CC=CC=2N=N1.[C:39]([NH:49][C@H:50]([C:55](O)=[O:56])[CH2:51][CH2:52][S:53][CH3:54])([O:41][CH2:42][C:43]1[CH:48]=[CH:47][CH:46]=[CH:45][CH:44]=1)=[O:40].C(#N)C, predict the reaction product. The product is: [CH2:42]([O:41][C:39]([NH:49][C@@H:50]([CH2:51][CH2:52][S:53][CH3:54])[C:55]([NH:12][C@H:13]1[CH2:22][CH2:21][C:16]2([O:20][CH2:19][CH2:18][O:17]2)[CH2:15][C@H:14]1[C:23]([O:25][CH2:26][CH3:27])=[O:24])=[O:56])=[O:40])[C:43]1[CH:44]=[CH:45][CH:46]=[CH:47][CH:48]=1. (4) Given the reactants Cl[C:2]1[CH:3]=[C:4]([N:8]2[CH2:13][CH2:12][N:11]([C:14]([C:16]3[N:17]([C:22]4[CH:27]=[CH:26][CH:25]=[CH:24][CH:23]=4)[N:18]=[C:19]([CH3:21])[CH:20]=3)=[O:15])[CH2:10][CH2:9]2)[CH:5]=[CH:6][CH:7]=1.[N:28]1([C:34]2C3C(=CC=CC=3)N=[CH:36][CH:35]=2)CCNCC1, predict the reaction product. The product is: [CH3:21][C:19]1[CH:20]=[C:16]([C:14]([N:11]2[CH2:12][CH2:13][N:8]([C:4]3[C:3]4[C:34](=[CH:35][CH:36]=[CH:7][CH:2]=4)[N:28]=[CH:6][CH:5]=3)[CH2:9][CH2:10]2)=[O:15])[N:17]([C:22]2[CH:27]=[CH:26][CH:25]=[CH:24][CH:23]=2)[N:18]=1. (5) Given the reactants [Cl:1][C:2]1[N:10]=[CH:9][CH:8]=[CH:7][C:3]=1[C:4](O)=[O:5].[S:11]([Cl:14])([Cl:13])=[O:12], predict the reaction product. The product is: [S:11]([Cl:14])([Cl:13])=[O:12].[Cl:1][C:2]1[N:10]=[CH:9][CH:8]=[CH:7][C:3]=1[C:4]([Cl:13])=[O:5]. (6) Given the reactants [CH2:1]([O:8][CH:9]([CH3:15])[CH2:10][CH2:11][C:12]([OH:14])=O)[C:2]1[CH:7]=[CH:6][CH:5]=[CH:4][CH:3]=1.C(Cl)(=O)C(Cl)=O.CN(C)C=O.Cl.[NH2:28][C:29]1[C:37]([OH:38])=[C:36]2[C:32]([CH2:33][CH2:34][CH:35]2[CH2:39][CH2:40][NH:41][C:42](=[O:44])[CH3:43])=[CH:31][CH:30]=1, predict the reaction product. The product is: [C:42]([NH:41][CH2:40][CH2:39][CH:35]1[C:36]2[C:32](=[CH:31][CH:30]=[C:29]([NH:28][C:12](=[O:14])[CH2:11][CH2:10][CH:9]([O:8][CH2:1][C:2]3[CH:3]=[CH:4][CH:5]=[CH:6][CH:7]=3)[CH3:15])[C:37]=2[OH:38])[CH2:33][CH2:34]1)(=[O:44])[CH3:43].